From a dataset of Forward reaction prediction with 1.9M reactions from USPTO patents (1976-2016). Predict the product of the given reaction. (1) Given the reactants [Br:1][C:2]1[CH:3]=[C:4]2[C:11]3([C:15](=[O:16])[N:14]=[C:13](OCC)[NH:12]3)[CH2:10][C:9]([CH3:21])([CH3:20])[O:8][C:5]2=[CH:6][CH:7]=1.[NH3:22].O, predict the reaction product. The product is: [NH2:22][C:13]1[NH:12][C:11]2([C:4]3[C:5](=[CH:6][CH:7]=[C:2]([Br:1])[CH:3]=3)[O:8][C:9]([CH3:20])([CH3:21])[CH2:10]2)[C:15](=[O:16])[N:14]=1. (2) Given the reactants [F:1][C:2]1[CH:7]=[CH:6][C:5]([N:8]2[C:16]3[C:11](=[CH:12][C:13]([CH:17]4[CH2:19][CH:18]4[C:20](O)=[O:21])=[CH:14][CH:15]=3)[CH:10]=[N:9]2)=[CH:4][CH:3]=1.[NH2:23][C:24]1[S:25][CH:26]=[CH:27][N:28]=1, predict the reaction product. The product is: [F:1][C:2]1[CH:3]=[CH:4][C:5]([N:8]2[C:16]3[C:11](=[CH:12][C:13]([CH:17]4[CH2:19][CH:18]4[C:20]([NH:23][C:24]4[S:25][CH:26]=[CH:27][N:28]=4)=[O:21])=[CH:14][CH:15]=3)[CH:10]=[N:9]2)=[CH:6][CH:7]=1. (3) The product is: [CH3:1][O:2][C:3](=[O:16])[C:4]1[CH:9]=[C:8]([C:19]#[C:18][CH2:17][O:20][CH:21]2[CH2:26][CH2:25][CH2:24][CH2:23][O:22]2)[C:7]([C:11]([F:14])([F:13])[F:12])=[CH:6][C:5]=1[NH2:15]. Given the reactants [CH3:1][O:2][C:3](=[O:16])[C:4]1[CH:9]=[C:8](I)[C:7]([C:11]([F:14])([F:13])[F:12])=[CH:6][C:5]=1[NH2:15].[CH2:17]([O:20][CH:21]1[CH2:26][CH2:25][CH2:24][CH2:23][O:22]1)[C:18]#[CH:19], predict the reaction product. (4) Given the reactants [CH:1]1([CH2:4][CH2:5][C:6]([OH:8])=[O:7])[CH2:3][CH2:2]1.ClC(Cl)(Cl)C(=N)O[C:13]([CH3:16])([CH3:15])[CH3:14].C([O-])(O)=O.[Na+], predict the reaction product. The product is: [CH:1]1([CH2:4][CH2:5][C:6]([O:8][C:13]([CH3:16])([CH3:15])[CH3:14])=[O:7])[CH2:3][CH2:2]1. (5) Given the reactants [CH2:1]([O:3][C:4](=[O:26])[C:5]([C:7]1[C:15]2[C:10](=[CH:11][C:12]([O:16]CC3C=CC=CC=3)=[CH:13][CH:14]=2)[N:9]([CH2:24][CH3:25])[CH:8]=1)=O)[CH3:2], predict the reaction product. The product is: [CH2:1]([O:3][C:4](=[O:26])[CH2:5][C:7]1[C:15]2[C:10](=[CH:11][C:12]([OH:16])=[CH:13][CH:14]=2)[N:9]([CH2:24][CH3:25])[CH:8]=1)[CH3:2]. (6) Given the reactants [CH3:1][C:2]1[CH:6]=[C:5]([CH2:7][C:8]([O:10][CH3:11])=[O:9])[O:4][N:3]=1.[I:12]N1C(=O)CCC1=O, predict the reaction product. The product is: [I:12][C:6]1[C:2]([CH3:1])=[N:3][O:4][C:5]=1[CH2:7][C:8]([O:10][CH3:11])=[O:9]. (7) The product is: [CH3:12][N:10]1[CH:11]=[C:7]([C:4]2[S:3][C:2]([NH:14][NH2:15])=[N:6][N:5]=2)[CH:8]=[N:9]1. Given the reactants Cl[C:2]1[S:3][C:4]([C:7]2[CH:8]=[N:9][N:10]([CH3:12])[CH:11]=2)=[N:5][N:6]=1.O.[NH2:14][NH2:15], predict the reaction product.